Predict the reactants needed to synthesize the given product. From a dataset of Full USPTO retrosynthesis dataset with 1.9M reactions from patents (1976-2016). (1) Given the product [CH2:8]([N:7]1[C@H:6]([CH2:10][OH:9])[CH2:5][C@@:4]2([C:2]([CH3:19])([CH3:1])[CH2:3]2)[CH2:17]1)[C:11]1[CH:12]=[CH:13][CH:14]=[CH:15][CH:16]=1, predict the reactants needed to synthesize it. The reactants are: [CH3:1][C:2]1([CH3:19])[C@:4]2([C:17](=O)[N:7]3[C@@H:8]([C:11]4[CH:16]=[CH:15][CH:14]=[CH:13][CH:12]=4)[O:9][CH2:10][C@@H:6]3[CH2:5]2)[CH2:3]1.[H-].[H-].[H-].[H-].[Li+].[Al+3]. (2) Given the product [CH2:1]([S:16]([CH:17]([CH2:21][CH3:22])[C:18]([OH:20])=[O:19])=[O:31])[CH2:2]/[CH:3]=[CH:4]\[CH2:5]/[CH:6]=[CH:7]\[CH2:8]/[CH:9]=[CH:10]\[CH2:11]/[CH:12]=[CH:13]\[CH2:14][CH3:15], predict the reactants needed to synthesize it. The reactants are: [CH2:1]([S:16][CH:17]([CH2:21][CH3:22])[C:18]([OH:20])=[O:19])[CH2:2]/[CH:3]=[CH:4]\[CH2:5]/[CH:6]=[CH:7]\[CH2:8]/[CH:9]=[CH:10]\[CH2:11]/[CH:12]=[CH:13]\[CH2:14][CH3:15].C1C=C(Cl)C=C(C(OO)=[O:31])C=1. (3) Given the product [C:40]1([N:46]2[CH2:51][CH2:50][N:49]([C:37]([C@H:34]3[CH2:33][CH2:32][C@H:31]4[CH2:36][C@@H:35]3[C:29](=[O:28])[O:30]4)=[O:39])[CH2:48][CH2:47]2)[CH:45]=[CH:44][CH:43]=[CH:42][CH:41]=1, predict the reactants needed to synthesize it. The reactants are: F[P-](F)(F)(F)(F)F.N1(O[P+](N(C)C)(N(C)C)N(C)C)C2C=CC=CC=2N=N1.[O:28]=[C:29]1[C@H:35]2[CH2:36][C@H:31]([CH2:32][CH2:33][C@@H:34]2[C:37]([OH:39])=O)[O:30]1.[C:40]1([N:46]2[CH2:51][CH2:50][NH:49][CH2:48][CH2:47]2)[CH:45]=[CH:44][CH:43]=[CH:42][CH:41]=1.CN(C)C=O.C(N(CC)C(C)C)(C)C. (4) Given the product [N+:21]([C:17]1[CH:16]=[C:15]([C:2]2[CH:7]=[CH:6][CH:5]=[CH:4][N:3]=2)[CH:20]=[CH:19][CH:18]=1)([O-:23])=[O:22], predict the reactants needed to synthesize it. The reactants are: Br[C:2]1[CH:7]=[CH:6][CH:5]=[CH:4][N:3]=1.C(=O)(O)[O-].[Na+].OB(O)[C:15]1[CH:20]=[CH:19][CH:18]=[C:17]([N+:21]([O-:23])=[O:22])[CH:16]=1. (5) Given the product [CH3:22][C:21]1([CH3:23])[C:20]2[C:12]([N:13]=[C:14]3[C:19]=2[CH:18]=[CH:17][CH:16]=[CH:15]3)=[CH:11][C:10]2[C:2]([C:40]3[CH:41]=[CH:42][C:37]([N:36]([C:30]4[CH:35]=[CH:34][CH:33]=[CH:32][CH:31]=4)[C:46]4[CH:51]=[CH:50][CH:49]=[CH:48][CH:47]=4)=[CH:38][CH:39]=3)=[C:3]3[C:8]([C:9]1=2)=[CH:7][CH:6]([C:24]1[CH:29]=[CH:28][CH:27]=[CH:26][CH:25]=1)[CH:5]=[CH:4]3, predict the reactants needed to synthesize it. The reactants are: Br[C:2]1[C:10]2[CH:11]=[C:12]3[C:20]([C:21]([CH3:23])([CH3:22])[C:9]=2[C:8]2[C:3]=1[CH:4]=[CH:5][CH:6]([C:24]1[CH:29]=[CH:28][CH:27]=[CH:26][CH:25]=1)[CH:7]=2)=[C:19]1[C:14]([CH:15]=[CH:16][CH:17]=[CH:18]1)=[N:13]3.[C:30]1([N:36]([C:46]2[CH:51]=[CH:50][CH:49]=[CH:48][CH:47]=2)[C:37]2[CH:42]=[CH:41][C:40](B(O)O)=[CH:39][CH:38]=2)[CH:35]=[CH:34][CH:33]=[CH:32][CH:31]=1.C1(C)C=CC=CC=1.C(O)C.C(=O)([O-])[O-].[K+].[K+]. (6) Given the product [C:1]([O:5][C:6](=[O:26])[NH:7][CH2:8][CH:9]1[CH2:10][CH2:11][N:12]([C:15]2[C:20]([NH:21][C:40](=[O:41])[C:39]3[CH:43]=[CH:44][CH:45]=[C:37]([Cl:36])[CH:38]=3)=[CH:19][C:18]([S:22]([CH3:25])(=[O:24])=[O:23])=[CH:17][N:16]=2)[CH2:13][CH2:14]1)([CH3:4])([CH3:3])[CH3:2], predict the reactants needed to synthesize it. The reactants are: [C:1]([O:5][C:6](=[O:26])[NH:7][CH2:8][CH:9]1[CH2:14][CH2:13][N:12]([C:15]2[C:20]([NH2:21])=[CH:19][C:18]([S:22]([CH3:25])(=[O:24])=[O:23])=[CH:17][N:16]=2)[CH2:11][CH2:10]1)([CH3:4])([CH3:3])[CH3:2].C(N(CC)C(C)C)(C)C.[Cl:36][C:37]1[CH:38]=[C:39]([CH:43]=[CH:44][CH:45]=1)[C:40](Cl)=[O:41]. (7) Given the product [CH2:1]([NH:8][C:9](=[O:14])[CH2:10][C:11](=[O:13])[CH2:12][Br:15])[C:2]1[CH:7]=[CH:6][CH:5]=[CH:4][CH:3]=1, predict the reactants needed to synthesize it. The reactants are: [CH2:1]([NH:8][C:9](=[O:14])[CH2:10][C:11](=[O:13])[CH3:12])[C:2]1[CH:7]=[CH:6][CH:5]=[CH:4][CH:3]=1.[Br:15]Br.C(=O)(O)[O-].[Na+].